This data is from Catalyst prediction with 721,799 reactions and 888 catalyst types from USPTO. The task is: Predict which catalyst facilitates the given reaction. (1) Reactant: [F:1][C:2]1[CH:9]=[CH:8][C:5]([CH2:6][NH2:7])=[CH:4][CH:3]=1.CC(C)(C)C([O:14][C:15]1[C:20](=[O:21])[N:19]([CH3:22])[CH:18]=[N:17][C:16]=1[C:23](OC)=[O:24])=O.O.C(#N)C. Product: [F:1][C:2]1[CH:9]=[CH:8][C:5]([CH2:6][NH:7][C:23]([C:16]2[N:17]=[CH:18][N:19]([CH3:22])[C:20](=[O:21])[C:15]=2[OH:14])=[O:24])=[CH:4][CH:3]=1. The catalyst class is: 3. (2) Reactant: [CH2:1]([O:5][C:6]1[C:11]([F:12])=[C:10](F)[N:9]=[CH:8][N:7]=1)[C:2]#[C:3][CH3:4].[NH:14]1[CH2:19][CH2:18][CH2:17][CH2:16][CH2:15]1. Product: [CH2:1]([O:5][C:6]1[C:11]([F:12])=[C:10]([N:14]2[CH2:19][CH2:18][CH2:17][CH2:16][CH2:15]2)[N:9]=[CH:8][N:7]=1)[C:2]#[C:3][CH3:4]. The catalyst class is: 11. (3) Reactant: [Br:1][C:2]1[CH:20]=[C:19]([CH2:21][O:22][Si:23]([CH:30]([CH3:32])[CH3:31])([CH:27]([CH3:29])[CH3:28])[CH:24]([CH3:26])[CH3:25])[C:18]([Cl:33])=[CH:17][C:3]=1[C:4](O[Si](C(C)C)(C(C)C)C(C)C)=[O:5].CSC.B.CO.O. Product: [Br:1][C:2]1[CH:20]=[C:19]([CH2:21][O:22][Si:23]([CH:30]([CH3:32])[CH3:31])([CH:24]([CH3:25])[CH3:26])[CH:27]([CH3:28])[CH3:29])[C:18]([Cl:33])=[CH:17][C:3]=1[CH2:4][OH:5]. The catalyst class is: 1. (4) Reactant: [Cl:1][C:2]1[CH:7]=[CH:6][CH:5]=[C:4](I)[CH:3]=1.[NH2:9][CH2:10][CH2:11][CH2:12][NH:13][C:14](=[O:20])[O:15][C:16]([CH3:19])([CH3:18])[CH3:17].C([O-])([O-])=O.[K+].[K+].N1CCC[C@H]1C(O)=O. The catalyst class is: 156. Product: [Cl:1][C:2]1[CH:3]=[C:4]([NH:9][CH2:10][CH2:11][CH2:12][NH:13][C:14](=[O:20])[O:15][C:16]([CH3:18])([CH3:17])[CH3:19])[CH:5]=[CH:6][CH:7]=1.